From a dataset of Catalyst prediction with 721,799 reactions and 888 catalyst types from USPTO. Predict which catalyst facilitates the given reaction. (1) Reactant: [CH:1]([NH:4][C:5]1[C:14]2[C:9](=[CH:10][C:11]([C:15]3[CH:16]=[C:17]([CH:23]=[CH:24][C:25]=3[CH3:26])[C:18]([O:20]CC)=[O:19])=[CH:12][CH:13]=2)[CH:8]=[N:7][N:6]=1)([CH3:3])[CH3:2].[OH-].[K+]. The catalyst class is: 40. Product: [CH:1]([NH:4][C:5]1[C:14]2[C:9](=[CH:10][C:11]([C:15]3[CH:16]=[C:17]([CH:23]=[CH:24][C:25]=3[CH3:26])[C:18]([OH:20])=[O:19])=[CH:12][CH:13]=2)[CH:8]=[N:7][N:6]=1)([CH3:3])[CH3:2]. (2) The catalyst class is: 25. Reactant: [Cl:1][C:2]1[CH:3]=[C:4]([CH:18]=[CH:19][C:20]=1[Cl:21])[O:5][CH2:6][C:7]1[C:15]([F:16])=[CH:14][C:10]([C:11]([NH2:13])=[O:12])=[C:9]([F:17])[CH:8]=1.C[Si](C)(C)[N-][Si](C)(C)C.[Li+].[CH3:32][S:33](Cl)(=[O:35])=[O:34].[CH2:37]1COC[CH2:38]1. Product: [CH2:37]([NH:13][CH2:11][CH3:10])[CH3:38].[Cl:1][C:2]1[CH:3]=[C:4]([CH:18]=[CH:19][C:20]=1[Cl:21])[O:5][CH2:6][C:7]1[C:15]([F:16])=[CH:14][C:10]([C:11]([NH:13][S:33]([CH3:32])(=[O:35])=[O:34])=[O:12])=[C:9]([F:17])[CH:8]=1.